From a dataset of Forward reaction prediction with 1.9M reactions from USPTO patents (1976-2016). Predict the product of the given reaction. (1) Given the reactants [C:1]([O:5]C)([CH3:4])(C)C.CN(C)CCN(C)C.[Li:15]CCCC.[F:20][C:21]1C=[N:23][CH:24]=[CH:25][CH:26]=1.[O:27]1CCCC1, predict the reaction product. The product is: [F:20][C:21]1[C:4]([C:1]([O-:5])=[O:27])=[N:23][CH:24]=[CH:25][CH:26]=1.[Li+:15]. (2) Given the reactants C([O:3][C:4](=[O:27])[CH2:5][CH2:6][N:7]1[C:13](=[O:14])[CH2:12][CH2:11][N:10]([C:15](=[O:26])/[CH:16]=[CH:17]/[C:18]2[CH:23]=[CH:22][C:21]([Cl:24])=[C:20]([Cl:25])[CH:19]=2)[CH2:9][CH2:8]1)C.[OH-].[Li+].OS([O-])(=O)=O.[K+], predict the reaction product. The product is: [Cl:25][C:20]1[CH:19]=[C:18](/[CH:17]=[CH:16]/[C:15]([N:10]2[CH2:11][CH2:12][C:13](=[O:14])[N:7]([CH2:6][CH2:5][C:4]([OH:27])=[O:3])[CH2:8][CH2:9]2)=[O:26])[CH:23]=[CH:22][C:21]=1[Cl:24]. (3) The product is: [Cl:40][C:16]1[CH:15]=[C:14]2[C:19]([C:20]([C:21]3[N:22]([CH2:32][C:33]4[CH:38]=[CH:37][C:36]([Cl:39])=[CH:35][CH:34]=4)[CH:23]=[N:24][C:25]=3[C:26]3[CH:31]=[CH:30][CH:29]=[CH:28][CH:27]=3)=[C:12]([CH2:10][NH:9][CH2:8][CH2:7][N:1]3[CH2:2][CH2:3][O:4][CH2:5][CH2:6]3)[NH:13]2)=[CH:18][CH:17]=1. Given the reactants [N:1]1([CH2:7][CH2:8][NH:9][C:10]([C:12]2[NH:13][C:14]3[C:19]([C:20]=2[C:21]2[N:22]([CH2:32][C:33]4[CH:38]=[CH:37][C:36]([Cl:39])=[CH:35][CH:34]=4)[CH:23]=[N:24][C:25]=2[C:26]2[CH:31]=[CH:30][CH:29]=[CH:28][CH:27]=2)=[CH:18][CH:17]=[C:16]([Cl:40])[CH:15]=3)=O)[CH2:6][CH2:5][O:4][CH2:3][CH2:2]1.[Al+3].[Cl-].[Cl-].[Cl-].[H-].[H-].[H-].[H-].[Li+].[Al+3], predict the reaction product.